Predict the product of the given reaction. From a dataset of Forward reaction prediction with 1.9M reactions from USPTO patents (1976-2016). Given the reactants [CH3:1][C@@H:2]1[CH2:7][N:6]([C:8]([O:10][C:11]([CH3:14])([CH3:13])[CH3:12])=[O:9])[C:5](=[O:15])/[C:4](=[CH:16]/[C:17]2[N:18]=[CH:19][N:20]([C@H:22]3[CH2:27][CH2:26][C@H:25]([CH3:28])[CH2:24][CH2:23]3)[CH:21]=2)/[CH2:3]1, predict the reaction product. The product is: [CH3:1][C@@H:2]1[CH2:7][N:6]([C:8]([O:10][C:11]([CH3:13])([CH3:12])[CH3:14])=[O:9])[C:5](=[O:15])[CH:4]([CH2:16][C:17]2[N:18]=[CH:19][N:20]([C@H:22]3[CH2:23][CH2:24][C@H:25]([CH3:28])[CH2:26][CH2:27]3)[CH:21]=2)[CH2:3]1.